Dataset: Peptide-MHC class II binding affinity with 134,281 pairs from IEDB. Task: Regression. Given a peptide amino acid sequence and an MHC pseudo amino acid sequence, predict their binding affinity value. This is MHC class II binding data. (1) The peptide sequence is KLGEVSWEEEAEISG. The MHC is HLA-DQA10201-DQB10303 with pseudo-sequence HLA-DQA10201-DQB10303. The binding affinity (normalized) is 0. (2) The peptide sequence is GELQIVDKIDAADKI. The MHC is DRB3_0101 with pseudo-sequence DRB3_0101. The binding affinity (normalized) is 0.584. (3) The peptide sequence is VLDDGIYRILQRGLL. The MHC is DRB1_1101 with pseudo-sequence DRB1_1101. The binding affinity (normalized) is 0.867.